Predict the reaction yield, written as a fraction of the theoretical maximum amount of product (1.0 means a 100% yield; for example, 0.34 means a 34% yield). From a dataset of Reaction yield outcomes from USPTO patents with 853,638 reactions. (1) The reactants are Br[C:2]1[CH:3]=[C:4]2[C:9](=[CH:10][CH:11]=1)[N:8]=[CH:7][C:6]([C:12](=[O:14])[CH3:13])=[C:5]2[NH:15][C@H:16]1[CH2:21][CH2:20][C@H:19]([CH2:22][CH2:23][N:24]([CH3:26])[CH3:25])[CH2:18][CH2:17]1.[Cl:27][C:28]1[CH:33]=[C:32](B2OC(C)(C)C(C)(C)O2)[CH:31]=[C:30]([F:43])[C:29]=1[OH:44]. No catalyst specified. The product is [Cl:27][C:28]1[CH:33]=[C:32]([C:2]2[CH:3]=[C:4]3[C:9](=[CH:10][CH:11]=2)[N:8]=[CH:7][C:6]([C:12](=[O:14])[CH3:13])=[C:5]3[NH:15][C@H:16]2[CH2:21][CH2:20][C@H:19]([CH2:22][CH2:23][N:24]([CH3:26])[CH3:25])[CH2:18][CH2:17]2)[CH:31]=[C:30]([F:43])[C:29]=1[OH:44]. The yield is 0.510. (2) The reactants are [Cl:1][C:2]1[C:7](=[O:8])[N:6]([C:9]2[CH:10]=[C:11]([CH:15]=[CH:16][C:17]=2[CH3:18])[C:12](O)=[O:13])[C:5]([CH3:19])=[N:4][C:3]=1[O:20][CH2:21][C:22]1[CH:27]=[CH:26][C:25]([F:28])=[CH:24][C:23]=1[F:29].C[N:31]1CC[O:34][CH2:33][CH2:32]1.ClC(OCC(C)C)=O.C(CN)O. The catalyst is CC(N(C)C)=O.ClCCl.CN(C1C=CN=CC=1)C. The product is [Cl:1][C:2]1[C:7](=[O:8])[N:6]([C:9]2[CH:10]=[C:11]([CH:15]=[CH:16][C:17]=2[CH3:18])[C:12]([NH:31][CH2:32][CH2:33][OH:34])=[O:13])[C:5]([CH3:19])=[N:4][C:3]=1[O:20][CH2:21][C:22]1[CH:27]=[CH:26][C:25]([F:28])=[CH:24][C:23]=1[F:29]. The yield is 0.590. (3) The reactants are CC1C=CC(S(O)(=O)=O)=CC=1.N1C=CC=CC=1.[NH2:18][C:19]1[N:20]=[CH:21][C:22]([C:34]2[N:38]([CH2:39][CH3:40])[N:37]=[C:36]([CH:41]3[CH2:46][CH2:45][N:44]([C:47](=[O:57])[CH2:48][CH2:49][O:50]C4CCCCO4)[CH2:43][CH2:42]3)[N:35]=2)=[N:23][C:24]=1[C:25]1[O:26][C:27]([C:30]([CH3:33])([CH3:32])[CH3:31])=[N:28][N:29]=1. The catalyst is CO. The product is [NH2:18][C:19]1[N:20]=[CH:21][C:22]([C:34]2[N:38]([CH2:39][CH3:40])[N:37]=[C:36]([CH:41]3[CH2:42][CH2:43][N:44]([C:47](=[O:57])[CH2:48][CH2:49][OH:50])[CH2:45][CH2:46]3)[N:35]=2)=[N:23][C:24]=1[C:25]1[O:26][C:27]([C:30]([CH3:33])([CH3:31])[CH3:32])=[N:28][N:29]=1. The yield is 0.850. (4) The reactants are [CH3:1][C:2]1[N:7]=[C:6]([SH:8])[N:5]=[C:4]([OH:9])[CH:3]=1.C(=O)([O-])[O-].[K+].[K+].Br[CH2:17][C:18]1[CH:19]=[N:20][CH:21]=[CH:22][C:23]=1[C:24]([F:27])([F:26])[F:25]. The catalyst is CN(C=O)C. The product is [CH3:1][C:2]1[N:7]=[C:6]([S:8][CH2:17][C:18]2[CH:19]=[N:20][CH:21]=[CH:22][C:23]=2[C:24]([F:27])([F:25])[F:26])[N:5]=[C:4]([OH:9])[CH:3]=1. The yield is 0.210. (5) The reactants are C(O[C:4](=[O:44])[CH2:5][C:6]1[C:7]([CH2:12][CH2:13][C:14]2[C:19]([C:20]([F:23])([F:22])[F:21])=[CH:18][N:17]=[C:16]([NH:24][C:25]3[CH:30]=[CH:29][C:28]([CH:31]4[CH2:36][CH2:35][N:34]([C:37]([O:39][C:40]([CH3:43])([CH3:42])[CH3:41])=[O:38])[CH2:33][CH2:32]4)=[CH:27][CH:26]=3)[N:15]=2)=[N:8][CH:9]=[CH:10][N:11]=1)C.O.[OH-].[Li+].[Cl-].[NH4+].C1C=CC2N(O)N=[N:56]C=2C=1.C1CN([P+](ON2N=NC3C=CC=CC2=3)(N2CCCC2)N2CCCC2)CC1.F[P-](F)(F)(F)(F)F.CCN(C(C)C)C(C)C. The catalyst is C1COCC1.O.CO. The product is [NH2:56][C:4](=[O:44])[CH2:5][C:6]1[C:7]([CH2:12][CH2:13][C:14]2[C:19]([C:20]([F:21])([F:23])[F:22])=[CH:18][N:17]=[C:16]([NH:24][C:25]3[CH:30]=[CH:29][C:28]([CH:31]4[CH2:32][CH2:33][N:34]([C:37]([O:39][C:40]([CH3:42])([CH3:43])[CH3:41])=[O:38])[CH2:35][CH2:36]4)=[CH:27][CH:26]=3)[N:15]=2)=[N:8][CH:9]=[CH:10][N:11]=1. The yield is 0.490. (6) The reactants are [CH2:1]([O:8][C:9]([NH:11][C@H:12]([C@@H:33]([NH:41]C(OC(C)(C)C)=O)[CH2:34][C:35]1[CH:40]=[CH:39][CH:38]=[CH:37][CH:36]=1)[CH2:13][C:14]([NH:16][C@@H:17]([C@@H:29]([CH3:32])[CH2:30][CH3:31])[C:18]([NH:20][C@@H:21]([CH:26]([CH3:28])[CH3:27])[C:22]([O:24][CH3:25])=[O:23])=[O:19])=[O:15])=[O:10])[C:2]1[CH:7]=[CH:6][CH:5]=[CH:4][CH:3]=1. The catalyst is Cl.O1CCOCC1. The product is [NH2:41][C@@H:33]([CH2:34][C:35]1[CH:36]=[CH:37][CH:38]=[CH:39][CH:40]=1)[C@@H:12]([NH:11][C:9]([O:8][CH2:1][C:2]1[CH:7]=[CH:6][CH:5]=[CH:4][CH:3]=1)=[O:10])[CH2:13][C:14]([NH:16][C@@H:17]([C@@H:29]([CH3:32])[CH2:30][CH3:31])[C:18]([NH:20][C@@H:21]([CH:26]([CH3:28])[CH3:27])[C:22]([O:24][CH3:25])=[O:23])=[O:19])=[O:15]. The yield is 0.922. (7) The reactants are [NH2:1][C:2]1[CH:9]=[CH:8][CH:7]=[C:6]([F:10])[C:3]=1[C:4]#[N:5].C(=O)(O)[O-].[Na+].[I:16]Cl. The catalyst is C(Cl)Cl.CO. The product is [NH2:1][C:2]1[C:3]([C:4]#[N:5])=[C:6]([F:10])[C:7]([I:16])=[CH:8][CH:9]=1. The yield is 0.430.